From a dataset of Ames mutagenicity test results for genotoxicity prediction. Regression/Classification. Given a drug SMILES string, predict its toxicity properties. Task type varies by dataset: regression for continuous values (e.g., LD50, hERG inhibition percentage) or binary classification for toxic/non-toxic outcomes (e.g., AMES mutagenicity, cardiotoxicity, hepatotoxicity). Dataset: ames. (1) The molecule is O=C1c2ccccc2CN2C(=O)c3ccccc3CN12. The result is 0 (non-mutagenic). (2) The molecule is O=C1C=CC(=O)C=C1. The result is 0 (non-mutagenic). (3) The molecule is CCCCCCCCCCCCCC(=O)OC1C(C)C2(O)C(C=C(CO)CC3(O)C(=O)C(C)=CC32)C2C(C)(C)C12OC(C)=O. The result is 0 (non-mutagenic). (4) The molecule is C1=C[C@@H]2c3ccccc3O[C@@H]2O1. The result is 1 (mutagenic). (5) The molecule is C=Cc1ccncc1. The result is 0 (non-mutagenic). (6) The drug is CN(N=O)c1cccnc1. The result is 0 (non-mutagenic). (7) The result is 0 (non-mutagenic). The compound is COc1cc(NC(C)=O)ccc1NC(C)=O.